Dataset: Forward reaction prediction with 1.9M reactions from USPTO patents (1976-2016). Task: Predict the product of the given reaction. (1) Given the reactants Cl.[C:2]1([CH:8]([C:14]2[CH:19]=[CH:18][CH:17]=[CH:16][CH:15]=2)[N:9]2[CH2:12][CH:11]([OH:13])[CH2:10]2)[CH:7]=[CH:6][CH:5]=[CH:4][CH:3]=1.[H-].[Na+].[CH3:22]COC(C)=O.O, predict the reaction product. The product is: [C:14]1([CH:8]([C:2]2[CH:3]=[CH:4][CH:5]=[CH:6][CH:7]=2)[N:9]2[CH2:12][CH:11]([O:13][CH3:22])[CH2:10]2)[CH:15]=[CH:16][CH:17]=[CH:18][CH:19]=1. (2) The product is: [CH3:17][C:15]1[CH:16]=[C:11]([NH:19][C:20]2[CH:28]=[CH:27][C:23]([C:24]([NH2:26])=[O:25])=[CH:22][CH:21]=2)[CH:12]=[C:13]([CH3:18])[CH:14]=1. Given the reactants C1(S(O[C:11]2[CH:16]=[C:15]([CH3:17])[CH:14]=[C:13]([CH3:18])[CH:12]=2)(=O)=O)C=CC=CC=1.[NH2:19][C:20]1[CH:28]=[CH:27][C:23]([C:24]([NH2:26])=[O:25])=[CH:22][CH:21]=1, predict the reaction product. (3) Given the reactants Cl[C:2]1[C:7]([Cl:8])=[CH:6][C:5]([C:9]([F:12])([F:11])[F:10])=[CH:4][N:3]=1.[CH3:13][C:14]1[CH:15]=[C:16]([CH:21]=[CH:22][C:23]=1[S:24](=[O:38])(=[O:37])[NH:25][CH2:26][C:27]1[CH:28]=[C:29]2[C:33](=[CH:34][CH:35]=1)[N:32]([CH3:36])[N:31]=[CH:30]2)[C:17]([O:19][CH3:20])=[O:18], predict the reaction product. The product is: [Cl:8][C:7]1[C:2]([N:25]([CH2:26][C:27]2[CH:28]=[C:29]3[C:33](=[CH:34][CH:35]=2)[N:32]([CH3:36])[N:31]=[CH:30]3)[S:24]([C:23]2[CH:22]=[CH:21][C:16]([C:17]([O:19][CH3:20])=[O:18])=[CH:15][C:14]=2[CH3:13])(=[O:38])=[O:37])=[N:3][CH:4]=[C:5]([C:9]([F:12])([F:11])[F:10])[CH:6]=1. (4) Given the reactants C(C1(NC([C@@H]2C[C@@H](S(C3C=CC=CC=3C(F)(F)F)(=O)=O)CN2C2N(C3C=CC=CC=3)N=C(C)C=2)=O)CC1)#N.COC([C@H]1C[C@@H](S(C2C=CC=CC=2C(F)(F)F)(=O)=O)CN1C(=O)CC(=O)C)=O.COC1C=CC(P2(SP(C3C=CC(OC)=CC=3)(=S)S2)=S)=CC=1.Cl.C1(NN)CCCCC1.[CH3:98][O:99][C:100]([C@H:102]1[CH2:106][C@@H:105]([S:107]([C:110]2[CH:115]=[CH:114][CH:113]=[CH:112][C:111]=2[C:116]([F:119])([F:118])[F:117])(=[O:109])=[O:108])[CH2:104][N:103]1[C:120]1[N:121]([CH:126]2[CH2:131][CH2:130][CH2:129][CH2:128][CH2:127]2)[N:122]=[C:123]([CH3:125])[CH:124]=1)=[O:101], predict the reaction product. The product is: [CH3:98][O:99][C:100]([C@@H:102]1[CH2:106][C@@H:105]([S:107]([C:110]2[CH:115]=[CH:114][CH:113]=[CH:112][C:111]=2[C:116]([F:119])([F:117])[F:118])(=[O:109])=[O:108])[CH2:104][N:103]1[C:120]1[N:121]([CH:126]2[CH2:131][CH2:130][CH2:129][CH2:128][CH2:127]2)[N:122]=[C:123]([CH3:125])[CH:124]=1)=[O:101]. (5) Given the reactants [Cl:1][C:2]1[CH:3]=[C:4]([C:8]2[C:9]([O:17][CH3:18])=[N:10][C:11]([CH3:16])=[C:12]([CH:15]=2)[CH:13]=O)[CH:5]=[CH:6][CH:7]=1.[Cl:19]C1C=C(C2C(OC)=NC(C)=C(C=2)C#N)C=CC=1.[H-].C([Al+]CC(C)C)C(C)C, predict the reaction product. The product is: [Cl:19][CH2:13][C:12]1[C:11]([CH3:16])=[N:10][C:9]([O:17][CH3:18])=[C:8]([C:4]2[CH:5]=[CH:6][CH:7]=[C:2]([Cl:1])[CH:3]=2)[CH:15]=1. (6) Given the reactants [Cl:1][C:2]1[C:7]([F:8])=[CH:6][CH:5]=[C:4]([Cl:9])[C:3]=1[C@H:10]([O:12][C:13]1[C:14]([N+:19]([O-])=O)=[N:15][CH:16]=[CH:17][CH:18]=1)[CH3:11], predict the reaction product. The product is: [Cl:1][C:2]1[C:7]([F:8])=[CH:6][CH:5]=[C:4]([Cl:9])[C:3]=1[CH:10]([O:12][C:13]1[C:14]([NH2:19])=[N:15][CH:16]=[CH:17][CH:18]=1)[CH3:11]. (7) Given the reactants [Br:1][C:2]1[CH:11]=[C:10]2[C:5]([C:6]([NH:21][C:22]3[CH:26]=[C:25]([CH3:27])[NH:24][N:23]=3)=[N:7][C:8]([C:12]([C:14]3[CH:19]=[CH:18][C:17]([F:20])=[CH:16][CH:15]=3)=[O:13])=[N:9]2)=[CH:4][CH:3]=1.FC1C=C2C(=CC=1)N=C(C(C1C=CC(F)=CC=1)=O)N=C2NC1C=C(C)NN=1, predict the reaction product. The product is: [Br:1][C:2]1[CH:11]=[C:10]2[C:5]([C:6]([NH:21][C:22]3[CH:26]=[C:25]([CH3:27])[NH:24][N:23]=3)=[N:7][C:8]([CH:12]([C:14]3[CH:15]=[CH:16][C:17]([F:20])=[CH:18][CH:19]=3)[OH:13])=[N:9]2)=[CH:4][CH:3]=1. (8) The product is: [F:21][CH2:22][C:23]1([C:27]#[N:28])[CH2:26][N:25]([C:4](=[O:6])[C@H:3]([N:7]2[C:16](=[O:17])[C:15]3=[CH:18][NH:19][C:13]4[C:14]3=[C:9]([CH:10]=[CH:11][N:12]=4)[CH2:8]2)[CH:2]([CH3:20])[CH3:1])[CH2:24]1. Given the reactants [CH3:1][CH:2]([CH3:20])[C@@H:3]([N:7]1[C:16](=[O:17])[C:15]2=[CH:18][NH:19][C:13]3[C:14]2=[C:9]([CH:10]=[CH:11][N:12]=3)[CH2:8]1)[C:4]([OH:6])=O.[F:21][CH2:22][C:23]1([C:27]#[N:28])[CH2:26][NH:25][CH2:24]1.C1C=CC2N(O)N=NC=2C=1.C(Cl)CCl, predict the reaction product. (9) Given the reactants [CH:1]1([N:5]2[C:10](=[O:11])[CH2:9][O:8][C:7]3[N:12]=[C:13]([C:22]4[CH:27]=[CH:26][C:25]([C:28]5([NH:32]C(=O)OC(C)(C)C)[CH2:31][CH2:30][CH2:29]5)=[CH:24][CH:23]=4)[C:14]([C:16]4[CH:21]=[CH:20][CH:19]=[CH:18][CH:17]=4)=[CH:15][C:6]2=3)[CH2:4][CH2:3][CH2:2]1, predict the reaction product. The product is: [NH2:32][C:28]1([C:25]2[CH:24]=[CH:23][C:22]([C:13]3[C:14]([C:16]4[CH:17]=[CH:18][CH:19]=[CH:20][CH:21]=4)=[CH:15][C:6]4[N:5]([CH:1]5[CH2:4][CH2:3][CH2:2]5)[C:10](=[O:11])[CH2:9][O:8][C:7]=4[N:12]=3)=[CH:27][CH:26]=2)[CH2:29][CH2:30][CH2:31]1. (10) Given the reactants [NH2:1][C@@H:2]([C:31]([CH3:34])([CH3:33])[CH3:32])[C:3]([N:5]1[C@H:14]([C:15]([NH:17][C@H:18]2[C:27]3[C:22](=[CH:23][CH:24]=[CH:25][CH:26]=3)[CH2:21][CH2:20][CH2:19]2)=[O:16])[CH2:13][C:12]2[C:7](=[CH:8][C:9]([N+:28]([O-:30])=[O:29])=[CH:10][CH:11]=2)[CH2:6]1)=[O:4].[C:35]([O:39][C:40]([N:42]([CH3:48])[C@@H:43]([CH3:47])[C:44](O)=[O:45])=[O:41])([CH3:38])([CH3:37])[CH3:36], predict the reaction product. The product is: [CH3:32][C:31]([CH3:34])([CH3:33])[C@H:2]([NH:1][C:44](=[O:45])[C@@H:43]([N:42]([CH3:48])[C:40](=[O:41])[O:39][C:35]([CH3:36])([CH3:38])[CH3:37])[CH3:47])[C:3]([N:5]1[C@H:14]([C:15](=[O:16])[NH:17][C@H:18]2[C:27]3[C:22](=[CH:23][CH:24]=[CH:25][CH:26]=3)[CH2:21][CH2:20][CH2:19]2)[CH2:13][C:12]2[C:7](=[CH:8][C:9]([N+:28]([O-:30])=[O:29])=[CH:10][CH:11]=2)[CH2:6]1)=[O:4].